This data is from Reaction yield outcomes from USPTO patents with 853,638 reactions. The task is: Predict the reaction yield, written as a fraction of the theoretical maximum amount of product (1.0 means a 100% yield; for example, 0.34 means a 34% yield). (1) The reactants are C1C2C(=CC=CC=2)[C@H](N)[C@@H]1O.[NH2:12][C:13]1[CH:14]=[CH:15][CH:16]=[C:17]2[C:22]=1[CH2:21][C:20](=[O:23])[CH2:19][CH2:18]2.[OH-].[K+]. The catalyst is C(O)(C)C.C1C=CC=CC=1.C1C=CC=CC=1.Cl[Ru]Cl.Cl[Ru]Cl. The product is [NH2:12][C:13]1[CH:14]=[CH:15][CH:16]=[C:17]2[C:22]=1[CH2:21][CH:20]([OH:23])[CH2:19][CH2:18]2. The yield is 0.650. (2) The reactants are [F:1][C:2]([F:13])([F:12])[O:3][C:4]1[CH:5]=[C:6]([NH2:11])[C:7]([NH2:10])=[CH:8][CH:9]=1.N[C:15](N)=[O:16].O. The catalyst is CN(C=O)C. The product is [F:1][C:2]([F:12])([F:13])[O:3][C:4]1[CH:9]=[CH:8][C:7]2[NH:10][C:15](=[O:16])[NH:11][C:6]=2[CH:5]=1. The yield is 0.940. (3) The reactants are [O:1]1[C:5]2[CH:6]=[CH:7][C:8]([C:10]3(O)[CH2:15][CH2:14][O:13][CH2:12][CH2:11]3)=[CH:9][C:4]=2[CH:3]=[CH:2]1.C([SiH](CC)CC)C.C(O)(C(F)(F)F)=O. The catalyst is C(Cl)Cl. The product is [O:13]1[CH2:12][CH2:11][CH:10]([C:8]2[CH:7]=[CH:6][C:5]3[O:1][CH:2]=[CH:3][C:4]=3[CH:9]=2)[CH2:15][CH2:14]1. The yield is 0.880.